This data is from Reaction yield outcomes from USPTO patents with 853,638 reactions. The task is: Predict the reaction yield, written as a fraction of the theoretical maximum amount of product (1.0 means a 100% yield; for example, 0.34 means a 34% yield). The yield is 0.620. The product is [Cl:37][C:34]1[CH:35]=[CH:36][C:29]2[O:28][C:27]([C:25]([NH:24][C:21]3[CH:20]=[CH:19][C:18]([C:15]4[CH:14]=[CH:13][C:12]([S:9]([NH:8][C@@H:4]([CH:5]([CH3:6])[CH3:7])[C:3]([OH:40])=[O:2])(=[O:10])=[O:11])=[CH:17][CH:16]=4)=[CH:23][CH:22]=3)=[O:26])=[C:31]([CH3:32])[C:30]=2[C:33]=1[O:38][CH3:39]. The catalyst is C1COCC1. The reactants are C[O:2][C:3](=[O:40])[C@@H:4]([NH:8][S:9]([C:12]1[CH:17]=[CH:16][C:15]([C:18]2[CH:23]=[CH:22][C:21]([NH:24][C:25]([C:27]3[O:28][C:29]4[CH:36]=[CH:35][C:34]([Cl:37])=[C:33]([O:38][CH3:39])[C:30]=4[C:31]=3[CH3:32])=[O:26])=[CH:20][CH:19]=2)=[CH:14][CH:13]=1)(=[O:11])=[O:10])[CH:5]([CH3:7])[CH3:6].[Li+].[OH-].